From a dataset of Reaction yield outcomes from USPTO patents with 853,638 reactions. Predict the reaction yield, written as a fraction of the theoretical maximum amount of product (1.0 means a 100% yield; for example, 0.34 means a 34% yield). (1) The reactants are C(O[C:6]([N:8]1[CH2:12][CH2:11][CH2:10][C@H:9]1[C:13]1[NH:14][C:15]([CH2:35][C:36]2[CH:41]=[CH:40][C:39]([F:42])=[CH:38][C:37]=2[F:43])=[CH:16][CH:17]([C:24]2[N:25]=[CH:26][C:27]([C:30]([O:32][CH2:33][CH3:34])=[O:31])=[N:28][CH:29]=2)[C:18]=1C(OCC)=O)=[O:7])(C)(C)C.CCOC(C)=O. The catalyst is CC#N.O. The product is [F:43][C:37]1[CH:38]=[C:39]([F:42])[CH:40]=[CH:41][C:36]=1[CH2:35][C:15]1[CH:16]=[C:17]([C:24]2[N:25]=[CH:26][C:27]([C:30]([O:32][CH2:33][CH3:34])=[O:31])=[N:28][CH:29]=2)[C:18]2[C:6](=[O:7])[N:8]3[C@@H:9]([CH2:10][CH2:11][CH2:12]3)[C:13]=2[N:14]=1. The yield is 0.260. (2) The reactants are Br[C:2]1[S:6][C:5]([C:7](=[O:9])[CH3:8])=[N:4][CH:3]=1.[NH:10]1[CH2:15][CH2:14][CH2:13][CH2:12][CH2:11]1. The catalyst is CS(C)=O. The product is [N:10]1([C:2]2[S:6][C:5]([C:7](=[O:9])[CH3:8])=[N:4][CH:3]=2)[CH2:15][CH2:14][CH2:13][CH2:12][CH2:11]1. The yield is 0.680. (3) The reactants are [Br:1][C:2]1[CH:14]=[CH:13][C:12]([C:15](=[O:17])[NH2:16])=[C:11]2[C:3]=1[C:4]1[CH2:5][CH2:6][CH:7]([C:18]([OH:20])=O)[CH2:8][C:9]=1[NH:10]2.ClC(OCC(C)C)=O.Cl.[CH3:30][NH:31][O:32][CH3:33]. The catalyst is C1COCC1.O.C(Cl)Cl. The product is [Br:1][C:2]1[CH:14]=[CH:13][C:12]([C:15]([NH2:16])=[O:17])=[C:11]2[C:3]=1[C:4]1[CH2:5][CH2:6][CH:7]([C:18]([N:31]([O:32][CH3:33])[CH3:30])=[O:20])[CH2:8][C:9]=1[NH:10]2. The yield is 0.770. (4) The reactants are N#N.[SH:3][CH2:4][CH2:5][CH2:6][Si:7]([O:14][CH2:15][CH3:16])([O:11][CH2:12][CH3:13])[O:8][CH2:9][CH3:10].[SiH4].[C:18](Cl)(=[O:26])[CH2:19][CH2:20][CH2:21][CH2:22][CH2:23][CH2:24][CH3:25]. The catalyst is CCCCCC.C(N(CC)CC)C. The product is [C:18]([S:3][CH2:4][CH2:5][CH2:6][Si:7]([O:14][CH2:15][CH3:16])([O:8][CH2:9][CH3:10])[O:11][CH2:12][CH3:13])(=[O:26])[CH2:19][CH2:20][CH2:21][CH2:22][CH2:23][CH2:24][CH3:25]. The yield is 0.870. (5) The reactants are [OH:1][C@:2]([CH3:33])([CH2:17][CH2:18][CH2:19][C@H:20]([CH3:32])[CH2:21][CH2:22][CH2:23][C@H:24]([CH3:31])[CH2:25][CH2:26][CH2:27][CH:28]([CH3:30])[CH3:29])[CH2:3][CH2:4][C:5]1[C:6]([CH2:14][CH2:15][CH3:16])=[C:7]([OH:13])[CH:8]=[C:9]([CH3:12])[C:10]=1[OH:11].C(#N)C.C(Cl)Cl.O=[N+]([O-])[O-].[O-][N+](=O)[O-].[O-][N+](=O)[O-].[O-][N+](=O)[O-].[O-][N+](=O)[O-].[O-][N+](=O)[O-].[Ce+4].[NH4+].[NH4+]. The catalyst is O. The product is [OH:1][C@:2]([CH3:33])([CH2:17][CH2:18][CH2:19][C@H:20]([CH3:32])[CH2:21][CH2:22][CH2:23][C@H:24]([CH3:31])[CH2:25][CH2:26][CH2:27][CH:28]([CH3:30])[CH3:29])[CH2:3][CH2:4][C:5]1[C:10](=[O:11])[C:9]([CH3:12])=[CH:8][C:7](=[O:13])[C:6]=1[CH2:14][CH2:15][CH3:16]. The yield is 0.440. (6) The reactants are [CH3:1][SiH:2]([CH3:7])[CH:3]=[CH:4][CH2:5][CH3:6].[CH:8]([Mg]Cl)(C)C.C(OCC)(=O)C.[Cl-].[Na+].[OH2:21]. The catalyst is CC(C)[O-].[Ti+4].CC(C)[O-].CC(C)[O-].CC(C)[O-]. The product is [CH3:6][C:5]1([OH:21])[CH2:4][CH:3]1[Si:2]([CH3:8])([CH3:7])[CH3:1]. The yield is 0.540.